From a dataset of Catalyst prediction with 721,799 reactions and 888 catalyst types from USPTO. Predict which catalyst facilitates the given reaction. Reactant: [O:1]=[C:2]([C:6]1[S:7][CH:8]=[CH:9][CH:10]=1)[C:3](Cl)=[O:4].[CH3:11][N:12]1[CH2:17][CH2:16][CH:15]([CH2:18][OH:19])[CH2:14][CH2:13]1. Product: [CH3:11][N:12]1[CH2:17][CH2:16][CH:15]([CH2:18][O:19][C:3](=[O:4])[C:2](=[O:1])[C:6]2[S:7][CH:8]=[CH:9][CH:10]=2)[CH2:14][CH2:13]1. The catalyst class is: 22.